This data is from Catalyst prediction with 721,799 reactions and 888 catalyst types from USPTO. The task is: Predict which catalyst facilitates the given reaction. (1) Reactant: [NH2:1][C:2]1[N:7]=[C:6](Cl)[N:5]=[C:4]([C:9]([F:12])([CH3:11])[CH3:10])[N:3]=1.C(=O)([O-])[O-].[K+].[K+].[C:19]1([O:25][CH2:26][CH:27]([NH2:32])[CH:28]2[CH2:31][CH2:30][CH2:29]2)[CH:24]=[CH:23][CH:22]=[CH:21][CH:20]=1. Product: [NH2:1][C:2]1[N:3]=[C:4]([C:9]([F:12])([CH3:11])[CH3:10])[N:5]=[C:6]([NH:32][CH:27]([CH:28]2[CH2:31][CH2:30][CH2:29]2)[CH2:26][O:25][C:19]2[CH:20]=[CH:21][CH:22]=[CH:23][CH:24]=2)[N:7]=1. The catalyst class is: 10. (2) Reactant: [Si:1]([O:8][CH2:9][CH2:10][N:11]1[CH2:19][C:18]2[C:13](=[CH:14][CH:15]=[C:16]([NH2:20])[CH:17]=2)[CH2:12]1)([C:4]([CH3:7])([CH3:6])[CH3:5])([CH3:3])[CH3:2].Cl[C:22]1[N:27]=[C:26]([NH:28][C@@H:29]2[CH2:34][CH2:33][CH2:32][N:31]([C:35](=[O:38])[CH:36]=[CH2:37])[CH2:30]2)[C:25]([F:39])=[CH:24][N:23]=1.C([O-])([O-])=O.[Cs+].[Cs+].CN(C1C(C2C(P(C3CCCCC3)C3CCCCC3)=CC=CC=2)=CC=CC=1)C. Product: [Si:1]([O:8][CH2:9][CH2:10][N:11]1[CH2:19][C:18]2[C:13](=[CH:14][CH:15]=[C:16]([NH:20][C:22]3[N:27]=[C:26]([NH:28][C@@H:29]4[CH2:34][CH2:33][CH2:32][N:31]([C:35](=[O:38])[CH:36]=[CH2:37])[CH2:30]4)[C:25]([F:39])=[CH:24][N:23]=3)[CH:17]=2)[CH2:12]1)([C:4]([CH3:7])([CH3:6])[CH3:5])([CH3:3])[CH3:2]. The catalyst class is: 110. (3) Reactant: C(O[C:6](=O)[N:7]([CH2:9][CH2:10][O:11][C:12]1[C:13](Cl)=[N:14][C:15]([Cl:24])=[N:16][C:17]=1[N:18]1[CH2:23][CH2:22][O:21][CH2:20][CH2:19]1)C)(C)(C)C.Cl. Product: [Cl:24][C:15]1[N:16]=[C:17]([N:18]2[CH2:23][CH2:22][O:21][CH2:20][CH2:19]2)[C:12]2[O:11][CH2:10][CH2:9][N:7]([CH3:6])[C:13]=2[N:14]=1. The catalyst class is: 5. (4) Reactant: I[C:2]1[C:3]2[S:11][CH:10]=[C:9]([C:12]3[CH:13]=[C:14]4[C:18](=[CH:19][CH:20]=3)[N:17]([C:21](=[O:29])[CH2:22][C:23]3[CH:28]=[CH:27][CH:26]=[CH:25][CH:24]=3)[CH2:16][CH2:15]4)[C:4]=2[C:5]([NH2:8])=[N:6][CH:7]=1.[N:30]1[CH:35]=[CH:34][CH:33]=[C:32](B(O)O)[CH:31]=1.C(=O)([O-])[O-].[Na+].[Na+].O1CCOCC1. The catalyst class is: 84. Product: [C:23]1([CH2:22][C:21]([N:17]2[C:18]3[C:14](=[CH:13][C:12]([C:9]4[C:4]5[C:5]([NH2:8])=[N:6][CH:7]=[C:2]([C:32]6[CH:31]=[N:30][CH:35]=[CH:34][CH:33]=6)[C:3]=5[S:11][CH:10]=4)=[CH:20][CH:19]=3)[CH2:15][CH2:16]2)=[O:29])[CH:24]=[CH:25][CH:26]=[CH:27][CH:28]=1. (5) Product: [NH2:35][C:33]1[C:34]2[C:26]([CH3:25])=[N:27][N:28]([CH:9]([C:5]3[C:4]([O:12][CH3:13])=[C:3]([CH:14]4[CH2:15][N:16]([C:18]([O:20][C:21]([CH3:22])([CH3:24])[CH3:23])=[O:19])[CH2:17]4)[C:2]([Cl:1])=[C:7]([Cl:8])[CH:6]=3)[CH3:10])[C:29]=2[CH:46]=[N:45][CH:44]=1. Reactant: [Cl:1][C:2]1[C:7]([Cl:8])=[CH:6][C:5]([CH:9](Cl)[CH3:10])=[C:4]([O:12][CH3:13])[C:3]=1[CH:14]1[CH2:17][N:16]([C:18]([O:20][C:21]([CH3:24])([CH3:23])[CH3:22])=[O:19])[CH2:15]1.[CH3:25][C:26]1[C:34]2[C:29](=NC=N[C:33]=2[NH2:35])[NH:28][N:27]=1.C(=O)([O-])[O-].[Cs+].[Cs+].[I-].[K+].[CH3:44][N:45](C)[CH:46]=O. The catalyst class is: 84. (6) Reactant: F[C:2]1[CH:7]=[C:6]([C:8]2[S:12][C:11]([NH2:13])=[N:10][C:9]=2[C:14]2[CH:19]=[CH:18][CH:17]=[C:16]([CH3:20])[CH:15]=2)[CH:5]=[CH:4][N:3]=1.[CH2:21]([NH2:28])[C:22]1[CH:27]=[CH:26][CH:25]=[CH:24][CH:23]=1. Product: [NH2:13][C:11]1[S:12][C:8]([C:6]2[CH:5]=[CH:4][N:3]=[C:2]([NH:28][CH2:21][C:22]3[CH:27]=[CH:26][CH:25]=[CH:24][CH:23]=3)[CH:7]=2)=[C:9]([C:14]2[CH:19]=[CH:18][CH:17]=[C:16]([CH3:20])[CH:15]=2)[N:10]=1. The catalyst class is: 662. (7) Reactant: [H-].[Al+3].[Li+].[H-].[H-].[H-].[NH2:7][C:8]1([C:19](O)=[O:20])[C:16]2[C:11](=[CH:12][C:13]([O:17][CH3:18])=[CH:14][CH:15]=2)[CH2:10][CH2:9]1. Product: [NH2:7][C:8]1([CH2:19][OH:20])[C:16]2[C:11](=[CH:12][C:13]([O:17][CH3:18])=[CH:14][CH:15]=2)[CH2:10][CH2:9]1. The catalyst class is: 7. (8) Reactant: CC1C=CC(C([O:8][C@H:9]2[CH2:13][C@H:12]([N:14]3[C:18]4[N:19]=[C:20]([F:24])[N:21]=[C:22]([NH2:23])[C:17]=4[CH:16]=[CH:15]3)[O:11][C@@H:10]2[CH2:25][O:26]C(=O)C2C=CC(C)=CC=2)=O)=CC=1.CC(O)=O. Product: [NH2:23][C:22]1[C:17]2[CH:16]=[CH:15][N:14]([C@@H:12]3[O:11][C@H:10]([CH2:25][OH:26])[C@@H:9]([OH:8])[CH2:13]3)[C:18]=2[N:19]=[C:20]([F:24])[N:21]=1. The catalyst class is: 5. (9) Reactant: FC(F)(F)S(O[C:7]1[CH2:8][CH2:9][N:10]([C:13]([O:15][C:16]([CH3:19])([CH3:18])[CH3:17])=[O:14])[CH2:11][CH:12]=1)(=O)=O.C(=O)([O-])[O-].[Na+].[Na+].[C:28]([C:30]1[CH:35]=[CH:34][C:33](OB(O)O)=[CH:32][CH:31]=1)#[N:29].[Cl-].[Li+]. Product: [C:28]([C:30]1[CH:35]=[CH:34][C:33]([C:7]2[CH2:8][CH2:9][N:10]([C:13]([O:15][C:16]([CH3:19])([CH3:18])[CH3:17])=[O:14])[CH2:11][CH:12]=2)=[CH:32][CH:31]=1)#[N:29]. The catalyst class is: 564. (10) Reactant: C(OC(=O)[NH:7][C:8]1[CH:13]=[C:12]([N:14]([CH2:17][CH3:18])[CH2:15][CH3:16])[C:11]([C:19]#[N:20])=[CH:10][C:9]=1[NH:21][C:22](=[O:38])[CH2:23][C:24]([C:26]1[CH:31]=[CH:30][CH:29]=[C:28]([C:32]2[O:36][N:35]=[C:34]([CH3:37])[CH:33]=2)[CH:27]=1)=O)(C)(C)C.C(O)(C(F)(F)F)=O. Product: [CH2:15]([N:14]([CH2:17][CH3:18])[C:12]1[C:11]([C:19]#[N:20])=[CH:10][C:9]2[NH:21][C:22](=[O:38])[CH2:23][C:24]([C:26]3[CH:31]=[CH:30][CH:29]=[C:28]([C:32]4[O:36][N:35]=[C:34]([CH3:37])[CH:33]=4)[CH:27]=3)=[N:7][C:8]=2[CH:13]=1)[CH3:16]. The catalyst class is: 2.